From a dataset of Catalyst prediction with 721,799 reactions and 888 catalyst types from USPTO. Predict which catalyst facilitates the given reaction. Reactant: [CH3:1][O:2][C:3]1[CH:8]=[CH:7][C:6](B(O)O)=[CH:5][C:4]=1[CH3:12].Cl[C:14]1[C:19]([Cl:20])=[CH:18][CH:17]=[CH:16][N:15]=1.P([O-])([O-])([O-])=O.[K+].[K+].[K+].O1CCOCC1. Product: [Cl:20][C:19]1[C:14]([C:6]2[CH:7]=[CH:8][C:3]([O:2][CH3:1])=[C:4]([CH3:12])[CH:5]=2)=[N:15][CH:16]=[CH:17][CH:18]=1. The catalyst class is: 6.